From a dataset of Forward reaction prediction with 1.9M reactions from USPTO patents (1976-2016). Predict the product of the given reaction. (1) Given the reactants C([C:5]1[C:10]([C:11]([OH:13])=[O:12])=[C:9]([CH3:14])[N:8]=[C:7]([N:15]2[CH2:18][CH:17]([NH:19]C(OC(C)(C)C)=O)[CH2:16]2)[C:6]=1[C:27]#[N:28])(C)(C)C.[ClH:29], predict the reaction product. The product is: [ClH:29].[ClH:29].[NH2:19][CH:17]1[CH2:16][N:15]([C:7]2[C:6]([C:27]#[N:28])=[CH:5][C:10]([C:11]([O:13][C:6]([CH3:27])([CH3:7])[CH3:5])=[O:12])=[C:9]([CH3:14])[N:8]=2)[CH2:18]1. (2) Given the reactants [CH3:1][O:2][C:3]1[CH:4]=[C:5]([OH:9])[CH:6]=[CH:7][CH:8]=1.C(=O)([O-])[O-].[K+].[K+].[F:16][C:17]1[CH:26]=[C:25](F)[C:24]([F:28])=[CH:23][C:18]=1[C:19]([O:21][CH3:22])=[O:20], predict the reaction product. The product is: [F:16][C:17]1[CH:26]=[C:25]([O:9][C:5]2[CH:6]=[CH:7][CH:8]=[C:3]([O:2][CH3:1])[CH:4]=2)[C:24]([F:28])=[CH:23][C:18]=1[C:19]([O:21][CH3:22])=[O:20]. (3) Given the reactants [F:1][C:2]([F:7])([F:6])[C:3]([OH:5])=[O:4].[CH3:8][C@@H:9]([NH:13][C:14]1[N:22]=[C:21]2[C:17]([N:18]=[C:19]([O:29][CH3:30])[N:20]2C2CCCCO2)=[C:16]([NH2:31])[N:15]=1)[CH2:10][CH2:11][CH3:12], predict the reaction product. The product is: [F:1][C:2]([F:7])([F:6])[C:3]([OH:5])=[O:4].[CH3:8][C@@H:9]([NH:13][C:14]1[NH:22][C:21]2[C:17]([N:18]=[C:19]([O:29][CH3:30])[N:20]=2)=[C:16]([NH2:31])[N:15]=1)[CH2:10][CH2:11][CH3:12]. (4) Given the reactants [CH:1]([NH:4][C:5]1[C:10]2[C:11]([C:14]3[CH:19]=[C:18]([C:20]([F:23])([F:22])[F:21])N=[CH:16][N:15]=3)=[N:12][NH:13][C:9]=2[CH:8]=[CH:7][N:6]=1)([CH3:3])[CH3:2].[CH:24](NC1C2C([Sn](C)(C)C)=NN(CC3C=CC(OC)=CC=3)C=2C=CN=1)(C)C.BrC1C=C(C(F)(F)F)C=CN=1, predict the reaction product. The product is: [CH:1]([NH:4][C:5]1[C:10]2[C:11]([C:14]3[CH:19]=[C:18]([C:20]([F:21])([F:23])[F:22])[CH:24]=[CH:16][N:15]=3)=[N:12][NH:13][C:9]=2[CH:8]=[CH:7][N:6]=1)([CH3:2])[CH3:3]. (5) The product is: [CH3:39][O:38][C:34]1[C:33]([CH3:40])=[C:32]2[C:37]([C:28]([O:1][CH2:2][CH2:3][C@@H:4]3[NH:18][C:17](=[O:19])[N:16]([CH3:20])[CH2:15][CH2:14][CH2:13][CH2:12][CH:11]=[CH:10][C@H:9]4[C@@:7]([C:21]([O:23][CH2:24][CH3:25])=[O:22])([CH2:8]4)[NH:6][C:5]3=[O:26])=[CH:29][C:30]([C:41]3[CH:42]=[N:43][N:44]([CH2:46][CH2:47][N:48]4[CH2:49][CH2:50][O:51][CH2:52][CH2:53]4)[CH:45]=3)=[N:31]2)=[CH:36][CH:35]=1. Given the reactants [OH:1][CH2:2][CH2:3][C@@H:4]1[NH:18][C:17](=[O:19])[N:16]([CH3:20])[CH2:15][CH2:14][CH2:13][CH2:12][CH:11]=[CH:10][C@H:9]2[C@@:7]([C:21]([O:23][CH2:24][CH3:25])=[O:22])([CH2:8]2)[NH:6][C:5]1=[O:26].O[C:28]1[C:37]2[C:32](=[C:33]([CH3:40])[C:34]([O:38][CH3:39])=[CH:35][CH:36]=2)[N:31]=[C:30]([C:41]2[CH:42]=[N:43][N:44]([CH2:46][CH2:47][N:48]3[CH2:53][CH2:52][O:51][CH2:50][CH2:49]3)[CH:45]=2)[CH:29]=1.C(C1N=C(C2C=C(OCC[C@@H]3NC(=O)N(C)CCCCC=C[C@H]4[C@@](C(OCC)=O)(C4)NC3=O)C3C(=C(C)C(OC)=CC=3)N=2)SC=1)(C)C, predict the reaction product. (6) Given the reactants Cl.[C:2]1([N:8]2[CH2:12][CH2:11][C@@H:10]([NH:13][C:14]3[N:19]=[CH:18][C:17](/C=C/C(O)=O)=[CH:16][CH:15]=3)[CH2:9]2)[CH:7]=[CH:6][CH:5]=[CH:4][CH:3]=1.[O:25]1[CH2:30][CH2:29][CH2:28][CH2:27][CH:26]1[O:31][NH2:32].ON1[C:38]2C=CC=[CH:42][C:37]=2N=N1.CN(C)CCCN=C=NCC.C([O-])(O)=[O:55].[Na+], predict the reaction product. The product is: [C:2]1([N:8]2[CH2:12][CH2:11][C@@H:10]([NH:13][C:14]3[C:15]([CH:30]4[O:25][CH:26]([O:31][NH:32][C:42](=[O:55])[CH:37]=[CH2:38])[CH2:27][CH2:28][CH2:29]4)=[CH:16][CH:17]=[CH:18][N:19]=3)[CH2:9]2)[CH:3]=[CH:4][CH:5]=[CH:6][CH:7]=1. (7) Given the reactants C(NC1C=CC(C2C=C3C(CN([C@@H](C(C)C)C(O)=O)C3=O)=CC=2)=CC=1)(=O)C1C=CC=CC=1.[CH3:33][CH:34]([CH3:70])[C@H:35]([N:40]1[CH2:48][C:47]2[C:42](=[CH:43][C:44]([C:49]3[CH:54]=[CH:53][C:52]([NH:55][C:56]([C:58]4[O:59][C:60]([C:63]5[CH:68]=[CH:67][CH:66]=[CH:65][CH:64]=5)=[CH:61][N:62]=4)=[O:57])=[CH:51][CH:50]=3)=[CH:45][CH:46]=2)[C:41]1=[O:69])[C:36]([O:38]C)=[O:37], predict the reaction product. The product is: [CH3:33][CH:34]([CH3:70])[C@H:35]([N:40]1[CH2:48][C:47]2[C:42](=[CH:43][C:44]([C:49]3[CH:50]=[CH:51][C:52]([NH:55][C:56]([C:58]4[O:59][C:60]([C:63]5[CH:64]=[CH:65][CH:66]=[CH:67][CH:68]=5)=[CH:61][N:62]=4)=[O:57])=[CH:53][CH:54]=3)=[CH:45][CH:46]=2)[C:41]1=[O:69])[C:36]([OH:38])=[O:37].